From a dataset of Reaction yield outcomes from USPTO patents with 853,638 reactions. Predict the reaction yield, written as a fraction of the theoretical maximum amount of product (1.0 means a 100% yield; for example, 0.34 means a 34% yield). (1) The reactants are Br[CH2:2][C:3]([CH2:5][O:6][C:7]([C:20]1[CH:25]=[CH:24][CH:23]=[CH:22][CH:21]=1)([C:14]1[CH:19]=[CH:18][CH:17]=[CH:16][CH:15]=1)[C:8]1[CH:13]=[CH:12][CH:11]=[CH:10][CH:9]=1)=[CH2:4].C[Si]([C:30]#[N:31])(C)C.[F-].C([N+](CCCC)(CCCC)CCCC)CCC.C1COCC1. The catalyst is CC#N. The product is [C:8]1([C:7]([C:20]2[CH:25]=[CH:24][CH:23]=[CH:22][CH:21]=2)([C:14]2[CH:19]=[CH:18][CH:17]=[CH:16][CH:15]=2)[O:6][CH2:5][C:3](=[CH2:4])[CH2:2][C:30]#[N:31])[CH:13]=[CH:12][CH:11]=[CH:10][CH:9]=1. The yield is 0.640. (2) The reactants are [CH2:1]([C@@H:5]1[N:10]([C:11](=[O:25])[C:12]2[CH:17]=[CH:16][C:15](OC3C=CC=CC=3)=[CH:14][CH:13]=2)C[C@H](CC(C)C)N[C:6]1=[O:30])C(C)C.[CH2:31]([C@@H:35]1[NH:40][CH2:39][C@H:38]([CH2:41][CH:42]([CH3:44])[CH3:43])[NH:37][C:36]1=[O:45])[CH:32]([CH3:34])[CH3:33].C1(C2OC=C(C(O)=O)N=2)C=CC=CC=1. No catalyst specified. The product is [CH2:31]([C@@H:35]1[N:40]([C:6]([C:5]2[N:10]=[C:11]([C:12]3[CH:17]=[CH:16][CH:15]=[CH:14][CH:13]=3)[O:25][CH:1]=2)=[O:30])[CH2:39][C@H:38]([CH2:41][CH:42]([CH3:44])[CH3:43])[NH:37][C:36]1=[O:45])[CH:32]([CH3:34])[CH3:33]. The yield is 0.0670. (3) The reactants are [CH2:1]([C:3]1[N:4]([C:28]2[CH:33]=[CH:32][C:31]([OH:34])=[CH:30][CH:29]=2)[C:5](=[O:27])[C:6]([CH2:12][C:13]2[CH:18]=[CH:17][C:16]([C:19]3[C:20]([C:25]#[N:26])=[CH:21][CH:22]=[CH:23][CH:24]=3)=[CH:15][CH:14]=2)=[C:7]([CH2:9][CH2:10][CH3:11])[N:8]=1)[CH3:2].Br[C:36]1([C:41]([O:43][CH3:44])=[O:42])[CH2:40][CH2:39][CH2:38][CH2:37]1.C(=O)([O-])[O-].[Cs+].[Cs+]. The catalyst is CN(C)C(=O)C. The product is [C:25]([C:20]1[CH:21]=[CH:22][CH:23]=[CH:24][C:19]=1[C:16]1[CH:17]=[CH:18][C:13]([CH2:12][C:6]2[C:5](=[O:27])[N:4]([C:28]3[CH:33]=[CH:32][C:31]([O:34][C:36]4([C:41]([O:43][CH3:44])=[O:42])[CH2:40][CH2:39][CH2:38][CH2:37]4)=[CH:30][CH:29]=3)[C:3]([CH2:1][CH3:2])=[N:8][C:7]=2[CH2:9][CH2:10][CH3:11])=[CH:14][CH:15]=1)#[N:26]. The yield is 0.770. (4) The reactants are [F:1][C:2]1[CH:7]=[CH:6][CH:5]=[C:4]([F:8])[C:3]=1[Br:9].[N+:10]([O-])([OH:12])=[O:11]. The catalyst is S(=O)(=O)(O)O.O. The product is [Br:9][C:3]1[C:2]([F:1])=[C:7]([N+:10]([O-:12])=[O:11])[CH:6]=[CH:5][C:4]=1[F:8]. The yield is 0.940.